This data is from Forward reaction prediction with 1.9M reactions from USPTO patents (1976-2016). The task is: Predict the product of the given reaction. (1) Given the reactants [NH2:1][C:2]1[CH:3]=[C:4]2[C:20](=[O:21])[NH:19][N:18]=[CH:17][C:6]3=[C:7]([C:11]4[CH:16]=[CH:15][CH:14]=[CH:13][CH:12]=4)[NH:8][C:9]([CH:10]=1)=[C:5]23.[CH2:22]1[C:30]2[C:25](=[CH:26][CH:27]=[CH:28][CH:29]=2)[CH2:24][CH:23]1[CH2:31][C:32](O)=[O:33].C(N(CC)CC)C.F[P-](F)(F)(F)(F)F.N1(OC(N(C)C)=[N+](C)C)C2N=CC=CC=2N=N1, predict the reaction product. The product is: [CH2:24]1[C:25]2[C:30](=[CH:29][CH:28]=[CH:27][CH:26]=2)[CH2:22][CH:23]1[CH2:31][C:32]([NH:1][C:2]1[CH:3]=[C:4]2[C:20](=[O:21])[NH:19][N:18]=[CH:17][C:6]3=[C:7]([C:11]4[CH:12]=[CH:13][CH:14]=[CH:15][CH:16]=4)[NH:8][C:9]([CH:10]=1)=[C:5]23)=[O:33]. (2) The product is: [ClH:18].[CH2:1]([N:3]1[C:7]([CH2:8][S:9][C:10]2[N:15]=[C:14]([OH:16])[CH:13]=[C:12]([CH3:17])[N:11]=2)=[CH:6][CH:5]=[N:4]1)[CH3:2]. Given the reactants [CH2:1]([N:3]1[C:7]([CH2:8][S:9][C:10]2[N:15]=[C:14]([OH:16])[CH:13]=[C:12]([CH3:17])[N:11]=2)=[CH:6][CH:5]=[N:4]1)[CH3:2].[ClH:18].O1CCOCC1, predict the reaction product. (3) Given the reactants [C:1]([O:5][C:6]([N:8]1[CH2:13][CH2:12][CH:11]([O:14][C:15]2[C:16](C(O)=O)=[N:17][N:18]([C:22]3[CH:27]=[CH:26][C:25]([Cl:28])=[C:24]([Cl:29])[CH:23]=3)[C:19](=[O:21])[CH:20]=2)[CH2:10][CH2:9]1)=[O:7])([CH3:4])([CH3:3])[CH3:2].P([N:49]=[N+]=[N-])(=O)(OC1C=CC=CC=1)OC1C=CC=CC=1.[CH3:52][Si:53]([CH3:58])([CH3:57])[CH2:54][CH2:55][OH:56].[O:59]1[CH2:64]COCC1, predict the reaction product. The product is: [Cl:29][C:24]1[CH:23]=[C:22]([N:18]2[C:19](=[O:21])[CH:20]=[C:15]([O:14][CH:11]3[CH2:10][CH2:9][N:8]([C:6]([O:5][C:1]([CH3:3])([CH3:2])[CH3:4])=[O:7])[CH2:13][CH2:12]3)[C:16]([NH:49][C:64]([O:56][CH2:55][CH2:54][Si:53]([CH3:58])([CH3:57])[CH3:52])=[O:59])=[N:17]2)[CH:27]=[CH:26][C:25]=1[Cl:28]. (4) Given the reactants [OH:1][C:2]1[CH:7]=[CH:6][C:5]([C@H:8]2[CH2:12][C:11]3([CH2:17][CH2:16][N:15]([C:18](OC(C)(C)C)=[O:19])[CH2:14][CH2:13]3)[O:10][CH2:9]2)=[CH:4][CH:3]=1.[Cl:25][C:26]1[CH:33]=[CH:32][C:29]([CH2:30]Br)=[CH:28][CH:27]=1.[I-].[Na+].C(=O)([O-])[O-].[K+].[K+].Cl.O1CCOCC1.[CH3:49][C:50]1[C:54]([CH3:55])=[C:53]([NH:56]C(=O)OC2C=CC=CC=2)[O:52][N:51]=1.CCN(C(C)C)C(C)C, predict the reaction product. The product is: [Cl:25][C:26]1[CH:33]=[CH:32][C:29]([CH2:30][O:1][C:2]2[CH:7]=[CH:6][C:5]([C@H:8]3[CH2:12][C:11]4([CH2:17][CH2:16][N:15]([C:18]([NH:56][C:53]5[O:52][N:51]=[C:50]([CH3:49])[C:54]=5[CH3:55])=[O:19])[CH2:14][CH2:13]4)[O:10][CH2:9]3)=[CH:4][CH:3]=2)=[CH:28][CH:27]=1. (5) Given the reactants [H-].[Na+].[Br:3][C:4]1[CH:9]=[CH:8][C:7]([C:10]2[O:11][C:12]([CH3:17])=[C:13]([CH2:15]I)[N:14]=2)=[CH:6][CH:5]=1.[OH:18][CH:19]1[CH2:24][CH2:23][CH2:22][CH:21]([O:25][CH2:26][C:27]2[CH:36]=[CH:35][CH:34]=[C:33]([CH3:37])[C:28]=2[C:29]([O:31][CH3:32])=[O:30])[CH2:20]1.C(OC)(C)(C)C, predict the reaction product. The product is: [Br:3][C:4]1[CH:9]=[CH:8][C:7]([C:10]2[O:11][C:12]([CH3:17])=[C:13]([CH2:15][O:18][CH:19]3[CH2:24][CH2:23][CH2:22][CH:21]([O:25][CH2:26][C:27]4[CH:36]=[CH:35][CH:34]=[C:33]([CH3:37])[C:28]=4[C:29]([O:31][CH3:32])=[O:30])[CH2:20]3)[N:14]=2)=[CH:6][CH:5]=1. (6) Given the reactants C(N1C=CN=C1)(N1C=CN=C1)=O.N12CCC(CC1)[C@@H](O)C2.[N:22]12[CH2:29][CH2:28][CH:25]([CH2:26][CH2:27]1)[C@@H:24]([O:30][C:31]([N:33]1[CH:37]=[CH:36]N=C1)=[O:32])[CH2:23]2.[CH:38]1[CH:43]=[CH:42][C:41](CCN)=[CH:40][CH:39]=1.C(N(CC)CC)C, predict the reaction product. The product is: [CH2:37]([NH:33][C:31](=[O:32])[O:30][C@@H:24]1[CH:25]2[CH2:26][CH2:27][N:22]([CH2:29][CH2:28]2)[CH2:23]1)[CH2:36][C:38]1[CH:43]=[CH:42][CH:41]=[CH:40][CH:39]=1. (7) Given the reactants [N:1]1([CH2:14][CH2:15][OH:16])[C:13]2[C:12]3[CH:11]=[CH:10][CH:9]=[CH:8][C:7]=3[N:6]=[CH:5][C:4]=2[N:3]=[CH:2]1.[CH2:17](Br)[C:18]#[CH:19], predict the reaction product. The product is: [CH2:19]([O:16][CH2:15][CH2:14][N:1]1[C:13]2[C:12]3[CH:11]=[CH:10][CH:9]=[CH:8][C:7]=3[N:6]=[CH:5][C:4]=2[N:3]=[CH:2]1)[C:18]#[CH:17]. (8) Given the reactants [NH2:1][C:2]1[N:7]=[CH:6][C:5]([C:8]2[CH:34]=[CH:33][C:11]3[N:12]([C:29]([CH3:32])([CH3:31])[CH3:30])[C:13]([C:16]4[CH:21]=[C:20]([Cl:22])[CH:19]=[CH:18][C:17]=4[N:23]4[CH:27]=[N:26][C:25]([CH3:28])=[N:24]4)(O)[NH:14][C:10]=3[CH:9]=2)=[CH:4][N:3]=1, predict the reaction product. The product is: [C:29]([N:12]1[C:11]2[CH:33]=[CH:34][C:8]([C:5]3[CH:4]=[N:3][C:2]([NH2:1])=[N:7][CH:6]=3)=[CH:9][C:10]=2[N:14]=[C:13]1[C:16]1[CH:21]=[C:20]([Cl:22])[CH:19]=[CH:18][C:17]=1[N:23]1[CH:27]=[N:26][C:25]([CH3:28])=[N:24]1)([CH3:32])([CH3:31])[CH3:30].